The task is: Predict which catalyst facilitates the given reaction.. This data is from Catalyst prediction with 721,799 reactions and 888 catalyst types from USPTO. (1) Reactant: [Cl:1][C:2]1[CH:20]=[CH:19][C:5]([CH2:6][C:7]2([C:12]([O:14]C(C)(C)C)=[O:13])[CH2:9][C:8]2([F:11])[F:10])=[CH:4][C:3]=1[NH:21][C:22](=[O:37])[C@H:23]([C:30]1[CH:35]=[CH:34][C:33]([Cl:36])=[CH:32][CH:31]=1)[C@@H:24]([CH3:29])[C:25]([F:28])([F:27])[F:26].C(O)(C(F)(F)F)=O. Product: [Cl:1][C:2]1[CH:20]=[CH:19][C:5]([CH2:6][C:7]2([C:12]([OH:14])=[O:13])[CH2:9][C:8]2([F:11])[F:10])=[CH:4][C:3]=1[NH:21][C:22](=[O:37])[C@H:23]([C:30]1[CH:31]=[CH:32][C:33]([Cl:36])=[CH:34][CH:35]=1)[C@@H:24]([CH3:29])[C:25]([F:26])([F:27])[F:28]. The catalyst class is: 4. (2) Reactant: [N:1]1([C:7]2[O:8][C:9]3[C:14]([C:15](=[O:17])[CH:16]=2)=[CH:13][CH:12]=[CH:11][C:10]=3OS(C(F)(F)F)(=O)=O)[CH2:6][CH2:5][O:4][CH2:3][CH2:2]1.O1CCOCC1.CN(C)C(=O)C.[Cl:38][C:39]1[S:43][C:42](B(O)O)=[CH:41][CH:40]=1. Product: [Cl:38][C:39]1[S:43][C:42]([C:10]2[CH:11]=[CH:12][CH:13]=[C:14]3[C:9]=2[O:8][C:7]([N:1]2[CH2:2][CH2:3][O:4][CH2:5][CH2:6]2)=[CH:16][C:15]3=[O:17])=[CH:41][CH:40]=1. The catalyst class is: 66.